From a dataset of NCI-60 drug combinations with 297,098 pairs across 59 cell lines. Regression. Given two drug SMILES strings and cell line genomic features, predict the synergy score measuring deviation from expected non-interaction effect. (1) Drug 1: C1=CN(C(=O)N=C1N)C2C(C(C(O2)CO)O)O.Cl. Drug 2: C1=NC(=NC(=O)N1C2C(C(C(O2)CO)O)O)N. Cell line: RPMI-8226. Synergy scores: CSS=54.7, Synergy_ZIP=-0.270, Synergy_Bliss=1.36, Synergy_Loewe=-10.7, Synergy_HSA=1.08. (2) Drug 1: C1CCC(C1)C(CC#N)N2C=C(C=N2)C3=C4C=CNC4=NC=N3. Drug 2: C(CCl)NC(=O)N(CCCl)N=O. Cell line: NCI-H460. Synergy scores: CSS=7.41, Synergy_ZIP=-1.42, Synergy_Bliss=3.52, Synergy_Loewe=6.19, Synergy_HSA=3.46. (3) Drug 1: CC1=C2C(C(=O)C3(C(CC4C(C3C(C(C2(C)C)(CC1OC(=O)C(C(C5=CC=CC=C5)NC(=O)OC(C)(C)C)O)O)OC(=O)C6=CC=CC=C6)(CO4)OC(=O)C)OC)C)OC. Drug 2: CC1CCC2CC(C(=CC=CC=CC(CC(C(=O)C(C(C(=CC(C(=O)CC(OC(=O)C3CCCCN3C(=O)C(=O)C1(O2)O)C(C)CC4CCC(C(C4)OC)O)C)C)O)OC)C)C)C)OC. Cell line: IGROV1. Synergy scores: CSS=62.8, Synergy_ZIP=8.42, Synergy_Bliss=8.32, Synergy_Loewe=16.1, Synergy_HSA=17.6. (4) Drug 1: C1=NC2=C(N1)C(=S)N=C(N2)N. Drug 2: C(CN)CNCCSP(=O)(O)O. Cell line: DU-145. Synergy scores: CSS=35.6, Synergy_ZIP=5.81, Synergy_Bliss=-0.0564, Synergy_Loewe=-24.6, Synergy_HSA=0.0404. (5) Drug 1: C1=CC(=C2C(=C1NCCNCCO)C(=O)C3=C(C=CC(=C3C2=O)O)O)NCCNCCO. Drug 2: CNC(=O)C1=NC=CC(=C1)OC2=CC=C(C=C2)NC(=O)NC3=CC(=C(C=C3)Cl)C(F)(F)F. Cell line: A549. Synergy scores: CSS=62.4, Synergy_ZIP=5.57, Synergy_Bliss=5.07, Synergy_Loewe=2.89, Synergy_HSA=8.81. (6) Drug 1: CC1=C(C(CCC1)(C)C)C=CC(=CC=CC(=CC(=O)O)C)C. Drug 2: CCC1(CC2CC(C3=C(CCN(C2)C1)C4=CC=CC=C4N3)(C5=C(C=C6C(=C5)C78CCN9C7C(C=CC9)(C(C(C8N6C)(C(=O)OC)O)OC(=O)C)CC)OC)C(=O)OC)O.OS(=O)(=O)O. Cell line: SK-OV-3. Synergy scores: CSS=14.2, Synergy_ZIP=-3.04, Synergy_Bliss=4.34, Synergy_Loewe=-2.31, Synergy_HSA=2.54. (7) Synergy scores: CSS=-0.439, Synergy_ZIP=1.45, Synergy_Bliss=0.786, Synergy_Loewe=0.823, Synergy_HSA=-1.05. Drug 2: C1C(C(OC1N2C=NC3=C2NC=NCC3O)CO)O. Drug 1: CCC1(CC2CC(C3=C(CCN(C2)C1)C4=CC=CC=C4N3)(C5=C(C=C6C(=C5)C78CCN9C7C(C=CC9)(C(C(C8N6C=O)(C(=O)OC)O)OC(=O)C)CC)OC)C(=O)OC)O.OS(=O)(=O)O. Cell line: TK-10. (8) Drug 1: C1=CN(C(=O)N=C1N)C2C(C(C(O2)CO)O)O.Cl. Drug 2: CC1=C(N=C(N=C1N)C(CC(=O)N)NCC(C(=O)N)N)C(=O)NC(C(C2=CN=CN2)OC3C(C(C(C(O3)CO)O)O)OC4C(C(C(C(O4)CO)O)OC(=O)N)O)C(=O)NC(C)C(C(C)C(=O)NC(C(C)O)C(=O)NCCC5=NC(=CS5)C6=NC(=CS6)C(=O)NCCC[S+](C)C)O. Cell line: BT-549. Synergy scores: CSS=34.2, Synergy_ZIP=-8.29, Synergy_Bliss=-2.89, Synergy_Loewe=2.28, Synergy_HSA=3.50. (9) Drug 1: CC1OCC2C(O1)C(C(C(O2)OC3C4COC(=O)C4C(C5=CC6=C(C=C35)OCO6)C7=CC(=C(C(=C7)OC)O)OC)O)O. Drug 2: C1C(C(OC1N2C=NC(=NC2=O)N)CO)O. Cell line: OVCAR3. Synergy scores: CSS=31.5, Synergy_ZIP=-11.4, Synergy_Bliss=-6.16, Synergy_Loewe=-2.72, Synergy_HSA=-1.44. (10) Synergy scores: CSS=-0.476, Synergy_ZIP=0.106, Synergy_Bliss=-0.252, Synergy_Loewe=-1.81, Synergy_HSA=-1.62. Cell line: SF-295. Drug 2: C1CC(=O)NC(=O)C1N2CC3=C(C2=O)C=CC=C3N. Drug 1: C1CCN(CC1)CCOC2=CC=C(C=C2)C(=O)C3=C(SC4=C3C=CC(=C4)O)C5=CC=C(C=C5)O.